From a dataset of Catalyst prediction with 721,799 reactions and 888 catalyst types from USPTO. Predict which catalyst facilitates the given reaction. (1) Reactant: [Cl:1][C:2]1[CH:7]=[CH:6][C:5]([N:8]2[CH2:13][CH2:12][CH:11]([CH:14]([NH2:27])[CH2:15][N:16]3[C:20]([CH3:21])=[C:19]([Cl:22])[C:18]([C:23]([F:26])([F:25])[F:24])=[N:17]3)[CH2:10][CH2:9]2)=[CH:4][C:3]=1[O:28][CH3:29].[C:30](OC(=O)C)(=[O:32])[CH3:31]. Product: [Cl:1][C:2]1[CH:7]=[CH:6][C:5]([N:8]2[CH2:13][CH2:12][CH:11]([CH:14]([NH:27][C:30](=[O:32])[CH3:31])[CH2:15][N:16]3[C:20]([CH3:21])=[C:19]([Cl:22])[C:18]([C:23]([F:25])([F:26])[F:24])=[N:17]3)[CH2:10][CH2:9]2)=[CH:4][C:3]=1[O:28][CH3:29]. The catalyst class is: 64. (2) Reactant: FC(F)(F)[C:3]([OH:5])=O.[Cl:8][C:9]1[C:10]([F:45])=[C:11]([C@@H:15]2[C@:19]([C:22]3[CH:27]=[CH:26][C:25]([Cl:28])=[CH:24][C:23]=3[F:29])([C:20]#[N:21])[C@H:18]([CH2:30][C:31]([CH3:34])([CH3:33])[CH3:32])[NH:17][C@H:16]2[C:35]([NH:37][C@H:38]2[CH2:43][CH2:42][C@H:41]([NH2:44])[CH2:40][CH2:39]2)=[O:36])[CH:12]=[CH:13][CH:14]=1.C([N:48](CC)CC)C. Product: [Cl:8][C:9]1[C:10]([F:45])=[C:11]([C@@H:15]2[C@:19]([C:22]3[CH:27]=[CH:26][C:25]([Cl:28])=[CH:24][C:23]=3[F:29])([C:20]#[N:21])[C@H:18]([CH2:30][C:31]([CH3:34])([CH3:33])[CH3:32])[NH:17][C@H:16]2[C:35]([NH:37][C@H:38]2[CH2:43][CH2:42][C@H:41]([NH:44][C:3]([NH2:48])=[O:5])[CH2:40][CH2:39]2)=[O:36])[CH:12]=[CH:13][CH:14]=1. The catalyst class is: 12.